This data is from Catalyst prediction with 721,799 reactions and 888 catalyst types from USPTO. The task is: Predict which catalyst facilitates the given reaction. Reactant: [Cl:1][C:2]1[N:7]=[C:6]([C:8]#[N:9])[C:5]([N+:10]([O-:12])=[O:11])=[CH:4][CH:3]=1.Cl[Sn]Cl.[OH2:16]. Product: [Cl:1][C:2]1[N:7]=[C:6]([C:8]([NH2:9])=[O:16])[C:5]([N+:10]([O-:12])=[O:11])=[CH:4][CH:3]=1. The catalyst class is: 8.